From a dataset of Catalyst prediction with 721,799 reactions and 888 catalyst types from USPTO. Predict which catalyst facilitates the given reaction. (1) Reactant: [Br:1][C:2]1[CH:6]=[N:5][N:4]([CH3:7])[C:3]=1[NH:8][C:9]1[CH:14]=[CH:13][C:12](I)=[CH:11][CH:10]=1.[F:16][C:17]1[C:22]([F:23])=[CH:21][CH:20]=[CH:19][C:18]=1B(O)O.C(=O)([O-])[O-].[Cs+].[Cs+].COCCOC. Product: [Br:1][C:2]1[CH:6]=[N:5][N:4]([CH3:7])[C:3]=1[NH:8][C:9]1[CH:14]=[CH:13][C:12]([C:21]2[CH:20]=[CH:19][CH:18]=[C:17]([F:16])[C:22]=2[F:23])=[CH:11][CH:10]=1. The catalyst class is: 690. (2) Reactant: [O:1]=[C:2]1[N:8]([CH:9]2[CH2:14][CH2:13][N:12]([C:15]([O:17][C@@H:18]([C:30]([OH:32])=O)[CH2:19][C:20]3[CH:25]=[CH:24][C:23]([CH2:26][CH3:27])=[C:22]([CH2:28][CH3:29])[CH:21]=3)=[O:16])[CH2:11][CH2:10]2)[CH2:7][CH2:6][C:5]2[CH:33]=[CH:34][CH:35]=[CH:36][C:4]=2[NH:3]1.CN(C(ON1N=NC2C=CC=CC1=2)=[N+](C)C)C.[B-](F)(F)(F)F.C(N(C(C)C)C(C)C)C.[CH3:68][N:69]1[CH2:74][CH2:73][CH:72]([N:75]2[CH2:80][CH2:79][NH:78][CH2:77][CH2:76]2)[CH2:71][CH2:70]1.C([O-])(O)=O.[Na+]. Product: [O:1]=[C:2]1[N:8]([CH:9]2[CH2:10][CH2:11][N:12]([C:15]([O:17][C@H:18]([CH2:19][C:20]3[CH:25]=[CH:24][C:23]([CH2:26][CH3:27])=[C:22]([CH2:28][CH3:29])[CH:21]=3)[C:30]([N:78]3[CH2:77][CH2:76][N:75]([CH:72]4[CH2:73][CH2:74][N:69]([CH3:68])[CH2:70][CH2:71]4)[CH2:80][CH2:79]3)=[O:32])=[O:16])[CH2:13][CH2:14]2)[CH2:7][CH2:6][C:5]2[CH:33]=[CH:34][CH:35]=[CH:36][C:4]=2[NH:3]1. The catalyst class is: 198. (3) Reactant: [CH2:1]([C:3]1[CH:4]=[C:5]([CH:8]=O)[NH:6][N:7]=1)[CH3:2].[NH2:10][C:11]1[C:16]([NH2:17])=[CH:15][CH:14]=[CH:13][C:12]=1[OH:18].S(S([O-])=O)([O-])(=O)=O.[Na+].[Na+]. Product: [CH2:1]([C:3]1[CH:4]=[C:5]([C:8]2[NH:17][C:16]3[CH:15]=[CH:14][CH:13]=[C:12]([OH:18])[C:11]=3[N:10]=2)[NH:6][N:7]=1)[CH3:2]. The catalyst class is: 8. (4) Reactant: [F:1][C:2]([F:7])([F:6])[C:3]([OH:5])=[O:4].[CH3:8][N:9]([CH3:30])[CH2:10][CH2:11][N:12]1[CH2:18][CH2:17][CH2:16][CH2:15][C:14]([CH2:27][CH3:28])([C:19]2[CH:24]=[CH:23][CH:22]=[C:21]([O:25]C)[CH:20]=2)[C:13]1=[O:29].B(Br)(Br)Br. Product: [F:1][C:2]([F:7])([F:6])[C:3]([OH:5])=[O:4].[CH3:30][N:9]([CH3:8])[CH2:10][CH2:11][N:12]1[CH2:18][CH2:17][CH2:16][CH2:15][C:14]([CH2:27][CH3:28])([C:19]2[CH:24]=[CH:23][CH:22]=[C:21]([OH:25])[CH:20]=2)[C:13]1=[O:29]. The catalyst class is: 2.